This data is from Full USPTO retrosynthesis dataset with 1.9M reactions from patents (1976-2016). The task is: Predict the reactants needed to synthesize the given product. (1) Given the product [OH:21][CH:18]([CH2:19][OH:20])[CH2:17][NH:16][C:9](=[O:10])[O:11][C:12]([CH3:13])([CH3:14])[CH3:15], predict the reactants needed to synthesize it. The reactants are: [C:9](O[C:9]([O:11][C:12]([CH3:15])([CH3:14])[CH3:13])=[O:10])([O:11][C:12]([CH3:15])([CH3:14])[CH3:13])=[O:10].[NH2:16][CH2:17][CH:18]([OH:21])[CH2:19][OH:20]. (2) Given the product [Cl:1][C:2]1[CH:3]=[C:4]([NH:19][C:20]2[C:30]3[CH:29]=[C:28]([NH:48][C:58](=[O:61])[O:57][CH2:56][CH2:55][S:52]([CH3:51])(=[O:54])=[O:53])[CH2:27][CH2:26][NH:25][C:24]=3[N:23]=[CH:22][N:21]=2)[CH:5]=[CH:6][C:7]=1[O:8][C:9]1[CH:14]=[CH:13][CH:12]=[C:11]([C:15]([F:18])([F:16])[F:17])[CH:10]=1, predict the reactants needed to synthesize it. The reactants are: [Cl:1][C:2]1[CH:3]=[C:4]([NH:19][C:20]2[C:30]3[CH:29]=[C:28](C(O)=O)[CH2:27][CH2:26][NH:25][C:24]=3[N:23]=[CH:22][N:21]=2)[CH:5]=[CH:6][C:7]=1[O:8][C:9]1[CH:14]=[CH:13][CH:12]=[C:11]([C:15]([F:18])([F:17])[F:16])[CH:10]=1.C1(P([N:48]=[N+]=[N-])(C2C=CC=CC=2)=O)C=CC=CC=1.[CH3:51][S:52]([CH2:55][CH2:56][OH:57])(=[O:54])=[O:53].[C:58](=[O:61])([O-])O.[Na+].